From a dataset of Catalyst prediction with 721,799 reactions and 888 catalyst types from USPTO. Predict which catalyst facilitates the given reaction. (1) Reactant: [NH2:1][C:2]1[N:7]=[C:6]([C:8]2[O:9][CH:10]=[CH:11][CH:12]=2)[C:5]([C:13]#[N:14])=[C:4](S(C)=O)[N:3]=1.Cl.[NH2:19][CH2:20][C:21]1[C:26]([Cl:27])=[CH:25][C:24]([C:28]([F:31])([F:30])[F:29])=[CH:23][N:22]=1.C1CCN2C(=NCCC2)CC1. Product: [NH2:1][C:2]1[N:3]=[C:4]([NH:19][CH2:20][C:21]2[C:26]([Cl:27])=[CH:25][C:24]([C:28]([F:31])([F:30])[F:29])=[CH:23][N:22]=2)[C:5]([C:13]#[N:14])=[C:6]([C:8]2[O:9][CH:10]=[CH:11][CH:12]=2)[N:7]=1. The catalyst class is: 57. (2) The catalyst class is: 12. Reactant: Cl[C:2]1[CH:7]=[C:6]([C:8]([OH:10])=[O:9])[CH:5]=[CH:4][N:3]=1.O.[NH2:12][NH2:13]. Product: [NH:12]([C:2]1[CH:7]=[C:6]([C:8]([OH:10])=[O:9])[CH:5]=[CH:4][N:3]=1)[NH2:13]. (3) The catalyst class is: 26. Product: [Cl:9][C:13]1[C:22]2[C:17](=[CH:18][C:19]([O:27][CH3:28])=[C:20]([O:23][C:24](=[O:26])[CH3:25])[CH:21]=2)[N:16]=[CH:15][N:14]=1. Reactant: CN(C=O)C.C(Cl)(=O)C([Cl:9])=O.O[C:13]1[C:22]2[C:17](=[CH:18][C:19]([O:27][CH3:28])=[C:20]([O:23][C:24](=[O:26])[CH3:25])[CH:21]=2)[N:16]=[CH:15][N:14]=1. (4) Reactant: [O:1]1[C:6]2[CH:7]=[CH:8][CH:9]=[CH:10][C:5]=2[NH:4][C:3](=[O:11])[CH2:2]1.[Cl:12][CH2:13][CH2:14][CH2:15]I.CCCCCCC. Product: [Cl:12][CH2:13][CH2:14][CH2:15][N:4]1[C:5]2[CH:10]=[CH:9][CH:8]=[CH:7][C:6]=2[O:1][CH2:2][C:3]1=[O:11]. The catalyst class is: 10. (5) Reactant: Cl.[F:2][C:3]1[CH:8]=[CH:7][C:6]([S:9]([NH:12][C:13]2[CH:14]=[C:15]3[C:19](=[CH:20][CH:21]=2)[N:18]([CH3:22])[CH:17]=[C:16]3[CH:23]2[CH2:28][CH2:27][N:26](C(OC(C)(C)C)=O)[CH2:25][CH2:24]2)(=[O:11])=[O:10])=[CH:5][CH:4]=1.C([O-])(O)=O.[Na+]. Product: [F:2][C:3]1[CH:8]=[CH:7][C:6]([S:9]([NH:12][C:13]2[CH:14]=[C:15]3[C:19](=[CH:20][CH:21]=2)[N:18]([CH3:22])[CH:17]=[C:16]3[CH:23]2[CH2:28][CH2:27][NH:26][CH2:25][CH2:24]2)(=[O:10])=[O:11])=[CH:5][CH:4]=1. The catalyst class is: 169. (6) Reactant: CN(C=O)C.[Cl:6][C:7]1[CH:8]=[C:9]([CH:12]=[CH:13][C:14]=1F)[CH:10]=[O:11].C(=O)([O-])[O-].[K+].[K+].[NH:22]1[CH:26]=[CH:25][N:24]=[CH:23]1. Product: [Cl:6][C:7]1[CH:8]=[C:9]([CH:12]=[CH:13][C:14]=1[N:22]1[CH:26]=[CH:25][N:24]=[CH:23]1)[CH:10]=[O:11]. The catalyst class is: 84. (7) Reactant: C(OC([N:8]1[CH2:13][CH2:12][CH:11]([C:14](=[O:36])[NH:15][C:16]2[S:17][C:18]3[CH:24]=[C:23]([O:25][S:26]([C:29]4[CH:34]=[CH:33][C:32]([F:35])=[CH:31][CH:30]=4)(=[O:28])=[O:27])[CH:22]=[CH:21][C:19]=3[N:20]=2)[CH2:10][CH2:9]1)=O)(C)(C)C.C(O)(C(F)(F)F)=O. Product: [NH:8]1[CH2:13][CH2:12][CH:11]([C:14]([NH:15][C:16]2[S:17][C:18]3[CH:24]=[C:23]([O:25][S:26]([C:29]4[CH:30]=[CH:31][C:32]([F:35])=[CH:33][CH:34]=4)(=[O:28])=[O:27])[CH:22]=[CH:21][C:19]=3[N:20]=2)=[O:36])[CH2:10][CH2:9]1. The catalyst class is: 4. (8) Reactant: [CH2:1]([O:3][C:4]([C:6]1[C:7]2[S:15][CH:14]=[C:13]([CH2:16]Br)[C:8]=2[C:9]([Cl:12])=[N:10][CH:11]=1)=[O:5])[CH3:2].[I-].[K+].[CH3:20][C:21]1[CH:26]=[CH:25][C:24]([C:27]2[O:28][C:29]([CH3:32])=[N:30][N:31]=2)=[CH:23][C:22]=1[OH:33].C(=O)([O-])[O-].[K+].[K+].C1OCCOCCOCCOCCOCCOC1. Product: [CH2:1]([O:3][C:4]([C:6]1[C:7]2[S:15][CH:14]=[C:13]([CH2:16][O:33][C:22]3[CH:23]=[C:24]([C:27]4[O:28][C:29]([CH3:32])=[N:30][N:31]=4)[CH:25]=[CH:26][C:21]=3[CH3:20])[C:8]=2[C:9]([Cl:12])=[N:10][CH:11]=1)=[O:5])[CH3:2]. The catalyst class is: 9. (9) Reactant: [Cl:1][C:2]1[C:3]2[N:10]([CH2:11][CH2:12][NH:13]C(=O)OC(C)(C)C)[CH:9]=[CH:8][C:4]=2[N:5]=[CH:6][N:7]=1.[Cl:21][C:22]1[CH:23]=[C:24]([CH:26]=[CH:27][C:28]=1[O:29][C:30]1[CH:35]=[CH:34][CH:33]=[C:32]([F:36])[CH:31]=1)[NH2:25].C(=O)([O-])O.[Na+]. Product: [ClH:1].[ClH:21].[NH2:13][CH2:12][CH2:11][N:10]1[C:3]2[C:2]([NH:25][C:24]3[CH:26]=[CH:27][C:28]([O:29][C:30]4[CH:35]=[CH:34][CH:33]=[C:32]([F:36])[CH:31]=4)=[C:22]([Cl:21])[CH:23]=3)=[N:7][CH:6]=[N:5][C:4]=2[CH:8]=[CH:9]1. The catalyst class is: 32.